From a dataset of Reaction yield outcomes from USPTO patents with 853,638 reactions. Predict the reaction yield, written as a fraction of the theoretical maximum amount of product (1.0 means a 100% yield; for example, 0.34 means a 34% yield). (1) The reactants are C[Si](C)(C)[O:3][C:4]([C:6]1[CH:11]=[CH:10][C:9]([N:12]2[CH:16]=[N:15][CH:14]=[N:13]2)=[CH:8][CH:7]=1)=[CH2:5].Br[CH:20]([C:25]1[CH:30]=[C:29]([Cl:31])[CH:28]=[C:27]([Cl:32])[CH:26]=1)[C:21]([F:24])([F:23])[F:22].N1C=CC=CC=1C1C=CC=CN=1. The catalyst is ClC1C=CC=CC=1Cl.Cl[Cu]. The product is [N:12]1([C:9]2[CH:10]=[CH:11][C:6]([C:4](=[O:5])[CH2:3][CH:20]([C:25]3[CH:26]=[C:27]([Cl:32])[CH:28]=[C:29]([Cl:31])[CH:30]=3)[C:21]([F:24])([F:23])[F:22])=[CH:7][CH:8]=2)[CH:16]=[N:15][CH:14]=[N:13]1. The yield is 0.310. (2) The reactants are [F:1][C:2]1[CH:3]=[C:4]([CH:7]=[CH:8][CH:9]=1)[CH:5]=O.[CH3:10][C:11]([CH3:13])=[O:12].[OH-].[Na+]. The catalyst is O. The product is [F:1][C:2]1[CH:3]=[C:4](/[CH:5]=[CH:10]/[C:11](=[O:12])[CH3:13])[CH:7]=[CH:8][CH:9]=1. The yield is 1.12. (3) The reactants are [C:1]([O:4][C:5]1([OH:17])[CH:14]=[CH:13][C:8](/[CH:9]=[CH:10]/[CH:11]=[O:12])=[CH:7][CH:6]1[O:15][CH3:16])(=[O:3])[CH3:2]. The catalyst is C(Cl)Cl. The product is [C:1]([O:4][C:5]1([OH:17])[CH:14]=[CH:13][C:8](/[CH:9]=[CH:10]/[CH2:11][OH:12])=[CH:7][CH:6]1[O:15][CH3:16])(=[O:3])[CH3:2]. The yield is 0.960. (4) The reactants are [CH3:1][O:2][C:3]1[CH:8]=[CH:7][C:6]([CH:9]2[C:18]3[C:13](=[CH:14][C:15]([O:19][CH2:20][CH:21]4[CH2:26][CH2:25][NH:24][CH2:23][CH2:22]4)=[CH:16][CH:17]=3)[CH2:12][N:11]([CH3:27])[CH2:10]2)=[CH:5][CH:4]=1.[CH3:28][C:29]([CH3:31])=O.[BH-](OC(C)=O)(OC(C)=O)OC(C)=O.[Na+].[OH-].[Na+]. The catalyst is C(Cl)Cl.C(O)(=O)C. The product is [CH:29]([N:24]1[CH2:25][CH2:26][CH:21]([CH2:20][O:19][C:15]2[CH:14]=[C:13]3[C:18]([CH:9]([C:6]4[CH:5]=[CH:4][C:3]([O:2][CH3:1])=[CH:8][CH:7]=4)[CH2:10][N:11]([CH3:27])[CH2:12]3)=[CH:17][CH:16]=2)[CH2:22][CH2:23]1)([CH3:31])[CH3:28]. The yield is 0.0800. (5) The catalyst is C(O)(=O)C.[Pd]. The reactants are O[C:2]([C:5]1[C:10]([O:11][CH3:12])=[CH:9][CH:8]=[CH:7][C:6]=1[OH:13])([CH3:4])[CH3:3].O.C([O-])=O.[NH4+]. The product is [CH:2]([C:5]1[C:10]([O:11][CH3:12])=[CH:9][CH:8]=[CH:7][C:6]=1[OH:13])([CH3:4])[CH3:3]. The yield is 0.920. (6) The yield is 0.912. The reactants are [BH4-].[Na+].[N+:3]([C:6]1[CH:7]=[C:8]([C:16](=[O:18])[CH3:17])[CH:9]=[C:10]([C:12]([F:15])([F:14])[F:13])[CH:11]=1)([O-:5])=[O:4].Cl. The product is [N+:3]([C:6]1[CH:7]=[C:8]([CH:16]([OH:18])[CH3:17])[CH:9]=[C:10]([C:12]([F:13])([F:14])[F:15])[CH:11]=1)([O-:5])=[O:4]. The catalyst is CO. (7) The reactants are [O:1]1[C:5]2([CH2:10][CH2:9][C:8](=[O:11])[CH2:7][CH2:6]2)[O:4][CH2:3][CH2:2]1.[BH4-].[Na+]. The catalyst is CO. The product is [O:1]1[C:5]2([CH2:10][CH2:9][CH:8]([OH:11])[CH2:7][CH2:6]2)[O:4][CH2:3][CH2:2]1. The yield is 0.970. (8) The reactants are [Cl:1][C:2]1[CH:7]=[CH:6][C:5]([O:8][C:9]2[CH:14]=[CH:13][C:12]([CH2:15][S:16][C:17]3[NH:18][CH:19]=[C:20]([C:24](OCC)=[O:25])[C:21](=[O:23])[N:22]=3)=[CH:11][CH:10]=2)=[CH:4][C:3]=1[C:29]([F:32])([F:31])[F:30].B.CSC. The catalyst is C1COCC1. The product is [Cl:1][C:2]1[CH:7]=[CH:6][C:5]([O:8][C:9]2[CH:10]=[CH:11][C:12]([CH2:15][S:16][C:17]3[NH:18][CH:19]=[C:20]([CH2:24][OH:25])[C:21](=[O:23])[N:22]=3)=[CH:13][CH:14]=2)=[CH:4][C:3]=1[C:29]([F:30])([F:32])[F:31]. The yield is 0.427. (9) The reactants are [CH2:1]([C:5]1[O:6][C:7]2[CH:40]=[CH:39][CH:38]=[CH:37][C:8]=2[C:9]=1[C:10]([C:12]1[CH:13]=[C:14]([C:31]2[CH:36]=[CH:35][CH:34]=[CH:33][CH:32]=2)[C:15]([O:24]COCCOC)=[C:16]([C:18]2[CH:23]=[CH:22][CH:21]=[CH:20][CH:19]=2)[CH:17]=1)=[O:11])[CH2:2][CH2:3][CH3:4].FC(F)(F)C(O)=O. The catalyst is C(Cl)Cl.CCOCC. The product is [CH2:1]([C:5]1[O:6][C:7]2[CH:40]=[CH:39][CH:38]=[CH:37][C:8]=2[C:9]=1[C:10]([C:12]1[CH:17]=[C:16]([C:18]2[CH:23]=[CH:22][CH:21]=[CH:20][CH:19]=2)[C:15]([OH:24])=[C:14]([C:31]2[CH:36]=[CH:35][CH:34]=[CH:33][CH:32]=2)[CH:13]=1)=[O:11])[CH2:2][CH2:3][CH3:4]. The yield is 0.900.